Dataset: Forward reaction prediction with 1.9M reactions from USPTO patents (1976-2016). Task: Predict the product of the given reaction. (1) The product is: [F:1][C:2]1[C:3]([C:22]([F:23])([F:24])[F:25])=[C:4]([CH:9]2[CH2:10][CH2:11][N:12]([C:15]([C:45]3[C:46]4[CH2:47][N:40]([C:38]([O:37][C:33]([CH3:36])([CH3:35])[CH3:34])=[O:39])[CH2:41][C:42]=4[NH:43][N:44]=3)=[O:16])[CH2:13][CH2:14]2)[CH:5]=[CH:6][C:7]=1[F:8]. Given the reactants [F:1][C:2]1[C:3]([C:22]([F:25])([F:24])[F:23])=[C:4]([CH:9]2[CH2:14][CH2:13][N:12]([C:15](OC(C)(C)C)=[O:16])[CH2:11][CH2:10]2)[CH:5]=[CH:6][C:7]=1[F:8].C(O)(C(F)(F)F)=O.[C:33]([O:37][C:38]([N:40]1[CH2:47][C:46]2[C:45](C(O)=O)=[N:44][NH:43][C:42]=2[CH2:41]1)=[O:39])([CH3:36])([CH3:35])[CH3:34].CN(C(ON1N=NC2C=CC=CC1=2)=[N+](C)C)C.F[P-](F)(F)(F)(F)F.C(N(CC)C(C)C)(C)C, predict the reaction product. (2) The product is: [NH2:7][CH2:8][C:9]#[C:10][C:11]1[CH:16]=[C:15]([O:17][CH:18]([C:20]2[C:25]([Cl:26])=[CH:24][CH:23]=[C:22]([F:27])[C:21]=2[Cl:28])[CH3:19])[C:14]([NH2:29])=[N:13][CH:12]=1. Given the reactants C(OC(=O)[NH:7][CH2:8][C:9]#[C:10][C:11]1[CH:12]=[N:13][C:14]([NH2:29])=[C:15]([O:17][CH:18]([C:20]2[C:25]([Cl:26])=[CH:24][CH:23]=[C:22]([F:27])[C:21]=2[Cl:28])[CH3:19])[CH:16]=1)(C)(C)C, predict the reaction product. (3) Given the reactants [C:1]([O:4][C:5]1[CH:6]=[C:7]([CH:11]=[C:12]([O:14][C:15](=[O:17])[CH3:16])[CH:13]=1)[C:8]([OH:10])=O)(=[O:3])[CH3:2].C(N(CC)CC)C.CS(Cl)(=O)=O.[NH2:30][C:31]1[CH:36]=[CH:35][C:34]([OH:37])=[CH:33][CH:32]=1, predict the reaction product. The product is: [C:15]([O:14][C:12]1[CH:11]=[C:7]([CH:6]=[C:5]([O:4][C:1](=[O:3])[CH3:2])[CH:13]=1)[C:8]([NH:30][C:31]1[CH:36]=[CH:35][C:34]([OH:37])=[CH:33][CH:32]=1)=[O:10])(=[O:17])[CH3:16]. (4) The product is: [F:21][C:18]1[CH:17]=[CH:16][C:15]([C:11]2[C:10]([C:22]3[CH:23]=[CH:24][N:25]=[CH:26][CH:27]=3)=[C:9]([NH:28][CH2:29][CH2:30][N:31]3[CH2:36][CH2:35][O:34][CH2:33][CH2:32]3)[N:8]3[C:12]=2[C:13](=[O:14])[CH2:5][CH2:6][CH2:7]3)=[CH:20][CH:19]=1. Given the reactants COC([CH:5]1[C:13](=[O:14])[C:12]2[N:8]([C:9]([NH:28][CH2:29][CH2:30][N:31]3[CH2:36][CH2:35][O:34][CH2:33][CH2:32]3)=[C:10]([C:22]3[CH:27]=[CH:26][N:25]=[CH:24][CH:23]=3)[C:11]=2[C:15]2[CH:20]=[CH:19][C:18]([F:21])=[CH:17][CH:16]=2)[CH2:7][CH2:6]1)=O.[OH-].[Na+].Cl, predict the reaction product.